From a dataset of Full USPTO retrosynthesis dataset with 1.9M reactions from patents (1976-2016). Predict the reactants needed to synthesize the given product. (1) The reactants are: [Br:1][C:2]1[CH:3]=[C:4]([C:8]2[C:13]([CH:14]=O)=[C:12]([CH3:16])[N:11]=[C:10]3[N:17]([CH2:20][CH3:21])[N:18]=[CH:19][C:9]=23)[CH:5]=[N:6][CH:7]=1.N1C=CC=CC=1.Cl.[NH2:29][OH:30]. Given the product [Br:1][C:2]1[CH:3]=[C:4]([C:8]2[C:13]([CH:14]=[N:29][OH:30])=[C:12]([CH3:16])[N:11]=[C:10]3[N:17]([CH2:20][CH3:21])[N:18]=[CH:19][C:9]=23)[CH:5]=[N:6][CH:7]=1, predict the reactants needed to synthesize it. (2) Given the product [CH2:52]([NH:51][C:22](=[O:24])[C:21]1[CH:25]=[CH:26][C:27]([CH3:28])=[C:19]([C:18]2[C:13]3[CH:12]=[CH:11][C:10](=[O:42])[N:9]([C:3]4[C:2]([F:1])=[CH:7][CH:6]=[CH:5][C:4]=4[F:8])[C:14]=3[N:15]=[C:16]([N:29]3[CH2:34][CH2:33][CH:32]([N:35]4[CH2:40][CH2:39][CH:38]([CH3:41])[CH2:37][CH2:36]4)[CH2:31][CH2:30]3)[N:17]=2)[CH:20]=1)[CH2:53][CH2:54][CH3:55], predict the reactants needed to synthesize it. The reactants are: [F:1][C:2]1[CH:7]=[CH:6][CH:5]=[C:4]([F:8])[C:3]=1[N:9]1[C:14]2[N:15]=[C:16]([N:29]3[CH2:34][CH2:33][CH:32]([N:35]4[CH2:40][CH2:39][CH:38]([CH3:41])[CH2:37][CH2:36]4)[CH2:31][CH2:30]3)[N:17]=[C:18]([C:19]3[CH:20]=[C:21]([CH:25]=[CH:26][C:27]=3[CH3:28])[C:22]([OH:24])=O)[C:13]=2[CH:12]=[CH:11][C:10]1=[O:42].CN(C(O[N:51]1N=N[C:53]2[CH:54]=[CH:55]C=C[C:52]1=2)=[N+](C)C)C.F[P-](F)(F)(F)(F)F.C(N(CC)CC)C.C(N)CCC. (3) Given the product [Cl:36][C:37]1[CH:44]=[CH:43][C:40]([CH:41]([OH:42])[C:6]2[C:7]3[C:12](=[O:13])[N:11]([CH2:14][CH2:15][CH2:16][O:17][CH:18]4[CH2:23][CH2:22][CH2:21][CH2:20][O:19]4)[C:10](=[O:24])[N:9]([CH3:25])[C:8]=3[N:26]=[CH:27][C:5]=2[O:4][CH:1]([CH3:3])[CH3:2])=[CH:39][CH:38]=1, predict the reactants needed to synthesize it. The reactants are: [CH:1]([O:4][C:5]1[CH:27]=[N:26][C:8]2[N:9]([CH3:25])[C:10](=[O:24])[N:11]([CH2:14][CH2:15][CH2:16][O:17][CH:18]3[CH2:23][CH2:22][CH2:21][CH2:20][O:19]3)[C:12](=[O:13])[C:7]=2[CH:6]=1)([CH3:3])[CH3:2].[Li+].CC([N-]C(C)C)C.[Cl:36][C:37]1[CH:44]=[CH:43][C:40]([CH:41]=[O:42])=[CH:39][CH:38]=1. (4) Given the product [CH3:16][O:15][C:12]1[CH:13]=[CH:14][C:9]([O:8][C:5]2[N:4]=[CH:3][C:2]([C:27]3[CH:28]=[CH:29][C:24]([C:39](=[O:46])[CH3:44])=[CH:25][CH:26]=3)=[CH:7][N:6]=2)=[CH:10][CH:11]=1, predict the reactants needed to synthesize it. The reactants are: Br[C:2]1[CH:3]=[N:4][C:5]([O:8][C:9]2[CH:14]=[CH:13][C:12]([O:15][CH3:16])=[CH:11][CH:10]=2)=[N:6][CH:7]=1.C1(C)C=CC=CC=1.[C:24]1([C:39]2[CH:44]=CC=CC=2)[CH:29]=[CH:28][CH:27]=[CH:26][C:25]=1P(C(C)(C)C)C(C)(C)C.C([O-])([O-])=[O:46].[Cs+].[Cs+]. (5) The reactants are: C[O:2][C:3](=[O:21])[CH:4]([C:9]1[CH:17]=[C:16]([N+:18]([O-:20])=[O:19])[CH:15]=[CH:14][C:10]=1[C:11]([OH:13])=[O:12])C(OC)=O.[OH-].[Na+]. Given the product [C:3]([CH2:4][C:9]1[CH:17]=[C:16]([N+:18]([O-:20])=[O:19])[CH:15]=[CH:14][C:10]=1[C:11]([OH:13])=[O:12])([OH:21])=[O:2], predict the reactants needed to synthesize it.